Predict the reaction yield, written as a fraction of the theoretical maximum amount of product (1.0 means a 100% yield; for example, 0.34 means a 34% yield). From a dataset of Reaction yield outcomes from USPTO patents with 853,638 reactions. (1) The reactants are [Li+].CC([N-]C(C)C)C.[C:9]([O:14][CH2:15][CH3:16])(=[O:13])[CH:10]([CH3:12])[CH3:11].Br[CH2:18][CH2:19][CH2:20][CH2:21][CH2:22][CH2:23][CH2:24][Br:25]. The catalyst is C1COCC1. The product is [CH3:11][C:10]([CH3:12])([CH2:18][CH2:19][CH2:20][CH2:21][CH2:22][CH2:23][CH2:24][Br:25])[C:9]([O:14][CH2:15][CH3:16])=[O:13]. The yield is 0.450. (2) The reactants are O.C(O)(=O)C=O.C(N)CC.Cl.Cl.[CH2:13]([NH:16][CH2:17][C:18]([OH:20])=[O:19])[CH2:14][CH3:15].[C:21](O[C:21]([O:23][C:24]([CH3:27])([CH3:26])[CH3:25])=[O:22])([O:23][C:24]([CH3:27])([CH3:26])[CH3:25])=[O:22].CCN(CC)CC. The catalyst is C(Cl)Cl.O. The product is [C:24]([O:23][C:21]([N:16]([CH2:13][CH2:14][CH3:15])[CH2:17][C:18]([OH:20])=[O:19])=[O:22])([CH3:27])([CH3:26])[CH3:25]. The yield is 0.619. (3) The reactants are [C:1]([CH2:3][N:4]1[C:12]([C:13]([O:15][CH2:16][CH3:17])=[O:14])=[CH:11][C:10]2[CH:9]3[CH2:18][CH:6]([CH2:7][CH2:8]3)[C:5]1=2)#[N:2]. The catalyst is CO.[Ni]. The product is [NH2:2][CH2:1][CH2:3][N:4]1[C:12]([C:13]([O:15][CH2:16][CH3:17])=[O:14])=[CH:11][C:10]2[CH:9]3[CH2:18][CH:6]([CH2:7][CH2:8]3)[C:5]1=2. The yield is 0.500. (4) The reactants are COC1C=C(OC)C=CC=1C[N:6]([C:29]1[CH:34]=[CH:33][N:32]=[CH:31][N:30]=1)[S:7]([C:10]1[CH:15]=[CH:14][C:13]([O:16][C@H:17]2[CH2:21][CH2:20][CH2:19][C@@H:18]2[C:22]2[N:26]([CH3:27])[N:25]=[CH:24][CH:23]=2)=[CH:12][C:11]=1[F:28])(=[O:9])=[O:8].C([SiH](CC)CC)C.FC(F)(F)C(O)=O. The catalyst is ClCCl. The product is [F:28][C:11]1[CH:12]=[C:13]([O:16][C@H:17]2[CH2:21][CH2:20][CH2:19][C@@H:18]2[C:22]2[N:26]([CH3:27])[N:25]=[CH:24][CH:23]=2)[CH:14]=[CH:15][C:10]=1[S:7]([NH:6][C:29]1[CH:34]=[CH:33][N:32]=[CH:31][N:30]=1)(=[O:8])=[O:9]. The yield is 0.220. (5) The reactants are [F:1][C:2]1[C:10]([CH3:11])=[CH:9][CH:8]=[CH:7][C:3]=1[C:4]([OH:6])=[O:5].[Br:12]N1C(=O)CCC1=O.N(C(C)(C)C#N)=NC(C)(C)C#N. The catalyst is C(Cl)(Cl)(Cl)Cl. The product is [Br:12][CH2:11][C:10]1[C:2]([F:1])=[C:3]([CH:7]=[CH:8][CH:9]=1)[C:4]([OH:6])=[O:5]. The yield is 0.130. (6) The reactants are C1(C)C=CC=CC=1P(C1C=CC=CC=1C)C1C=CC=CC=1C.Br[C:24]1[CH:25]=[C:26]2[C:30](=[CH:31][CH:32]=1)[NH:29][CH:28]=[CH:27]2.[CH2:33]=[CH:34][C:35]1[CH:40]=[CH:39][CH:38]=[CH:37][CH:36]=1. The catalyst is CC([O-])=O.CC([O-])=O.[Pd+2].C(N(CC)CC)C. The product is [CH:33]([C:24]1[CH:25]=[C:26]2[C:30](=[CH:31][CH:32]=1)[NH:29][CH:28]=[CH:27]2)=[CH:34][C:35]1[CH:40]=[CH:39][CH:38]=[CH:37][CH:36]=1. The yield is 0.760.